Dataset: Experimentally validated miRNA-target interactions with 360,000+ pairs, plus equal number of negative samples. Task: Binary Classification. Given a miRNA mature sequence and a target amino acid sequence, predict their likelihood of interaction. The miRNA is rno-miR-542-3p with sequence UGUGACAGAUUGAUAACUGAAA. The protein sequence of the target gene is MATCLFLLGLFLLLPRPVPAPCYTATRSECKQKHKFVPGVWMAGEGMDVTTLRRSGSFPVNTQRFLRPDRTCTLCKNSLMRDATQRLPVAITHWRPHSSHCQRNVAAAKVHSTEGVAREAAANINNDWRVGLDVNPRPEANMRASVAGSHSKVANFAAEKTYQDQYNFNSDTVECRMYSFRLVQKPPLHLDFKKALRALPRNFNSSTEHAYHRLISSYGTHFITAVDLGGRISVLTALRTCQLTLNGLTADEVGDCLNVEAQVSIGAQASVSSEYKACEEKKKQHKMATSFHQTYRERHV.... Result: 0 (no interaction).